Dataset: Forward reaction prediction with 1.9M reactions from USPTO patents (1976-2016). Task: Predict the product of the given reaction. (1) Given the reactants [Cl:1][C:2]1[CH:8]=[CH:7][C:5]([NH2:6])=[C:4]([C:9]2[NH:10][CH:11]=[CH:12][CH:13]=2)[CH:3]=1.[C:14]([O-])([O-])=[O:15].[K+].[K+].ClC(Cl)(OC(=O)OC(Cl)(Cl)Cl)Cl.C1COCC1, predict the reaction product. The product is: [Cl:1][C:2]1[CH:8]=[CH:7][C:5]2[NH:6][C:14](=[O:15])[N:10]3[CH:11]=[CH:12][CH:13]=[C:9]3[C:4]=2[CH:3]=1. (2) The product is: [Cl:12][C:13]1[CH:18]=[C:17]([F:19])[CH:16]=[CH:15][C:14]=1[C:2]1[N:6]([CH3:7])[N:5]=[C:4]([CH3:8])[C:3]=1[N+:9]([O-:11])=[O:10]. Given the reactants Cl[C:2]1[N:6]([CH3:7])[N:5]=[C:4]([CH3:8])[C:3]=1[N+:9]([O-:11])=[O:10].[Cl:12][C:13]1[CH:18]=[C:17]([F:19])[CH:16]=[CH:15][C:14]=1B(O)O.C(=O)([O-])[O-].[Cs+].[Cs+], predict the reaction product. (3) The product is: [CH:75]1([CH2:74][CH2:73][C@@H:69]([NH:68][C:34](=[O:35])[CH2:33][NH:32][C:30](=[O:31])[CH2:29][O:28][C:27]2[CH:37]=[CH:38][C:24]([C@@H:9]3[C@@H:10]([S:13][CH2:14][CH:15]([C:17]4[CH:22]=[CH:21][C:20]([F:23])=[CH:19][CH:18]=4)[OH:16])[C:11](=[O:12])[N:8]3[C:5]3[CH:4]=[CH:3][C:2]([F:1])=[CH:7][CH:6]=3)=[CH:25][CH:26]=2)[C:70]([OH:72])=[O:71])[CH2:80][CH2:79][CH2:78][CH2:77][CH2:76]1. Given the reactants [F:1][C:2]1[CH:7]=[CH:6][C:5]([N:8]2[C:11](=[O:12])[C@H:10]([S:13][CH2:14][C:15]([C:17]3[CH:22]=[CH:21][C:20]([F:23])=[CH:19][CH:18]=3)=[O:16])[C@H:9]2[C:24]2[CH:38]=[CH:37][C:27]([O:28][CH2:29][C:30]([NH:32][CH2:33][C:34](O)=[O:35])=[O:31])=[CH:26][CH:25]=2)=[CH:4][CH:3]=1.CN1CCOCC1.CN(C(ON1N=NC2C=CC=CC1=2)=[N+](C)C)C.[B-](F)(F)(F)F.[NH2:68][C@H:69]([CH2:73][CH2:74][CH:75]1[CH2:80][CH2:79][CH2:78][CH2:77][CH2:76]1)[C:70]([O-:72])=[O:71].[Na+].[BH4-].[Na+], predict the reaction product. (4) Given the reactants [NH2:1][C:2]1[N:3]=[C:4]([NH:17][CH:18]2[CH2:23][CH2:22][N:21]([S:24]([CH2:27][CH2:28][CH2:29]I)(=[O:26])=[O:25])[CH2:20][CH2:19]2)[S:5][C:6]=1[C:7]([C:9]1[C:14]([F:15])=[CH:13][CH:12]=[CH:11][C:10]=1[F:16])=[O:8].[CH3:31][O:32][CH:33]1[CH2:38][CH2:37][NH:36][CH2:35][CH2:34]1.C(N(CC)C(C)C)(C)C, predict the reaction product. The product is: [NH2:1][C:2]1[N:3]=[C:4]([NH:17][CH:18]2[CH2:23][CH2:22][N:21]([S:24]([CH2:27][CH2:28][CH2:29][N:36]3[CH2:37][CH2:38][CH:33]([O:32][CH3:31])[CH2:34][CH2:35]3)(=[O:26])=[O:25])[CH2:20][CH2:19]2)[S:5][C:6]=1[C:7]([C:9]1[C:14]([F:15])=[CH:13][CH:12]=[CH:11][C:10]=1[F:16])=[O:8]. (5) Given the reactants [NH2:1][C:2]1[CH:7]=[CH:6][C:5]([C:8]2[CH2:12][CH2:11][N:10]([C:13](=[O:26])[CH2:14][C:15]3[CH:20]=[C:19]([O:21][CH3:22])[C:18]([O:23][CH3:24])=[CH:17][C:16]=3[Cl:25])[N:9]=2)=[CH:4][CH:3]=1.[S-:27][C:28]#[N:29].[K+].BrBr.CC(OC)(C)C, predict the reaction product. The product is: [NH2:29][C:28]1[S:27][C:3]2[CH:4]=[C:5]([C:8]3[CH2:12][CH2:11][N:10]([C:13](=[O:26])[CH2:14][C:15]4[CH:20]=[C:19]([O:21][CH3:22])[C:18]([O:23][CH3:24])=[CH:17][C:16]=4[Cl:25])[N:9]=3)[CH:6]=[CH:7][C:2]=2[N:1]=1. (6) Given the reactants [NH2:1][CH:2]([C:7]1[CH:11]=[CH:10][N:9]([CH3:12])[N:8]=1)[C:3]([O:5][CH3:6])=[O:4].[C:13](O[C:13]([O:14][C:15]([CH3:18])([CH3:17])[CH3:16])=[O:19])(=[O:19])[O:14][C:15]([CH3:18])([CH3:17])[CH3:16], predict the reaction product. The product is: [C:13]([NH:1][CH:2]([C:7]1[CH:11]=[CH:10][N:9]([CH3:12])[N:8]=1)[C:3]([O:5][CH3:6])=[O:4])([O:14][C:15]([CH3:18])([CH3:17])[CH3:16])=[O:19].